Dataset: Reaction yield outcomes from USPTO patents with 853,638 reactions. Task: Predict the reaction yield, written as a fraction of the theoretical maximum amount of product (1.0 means a 100% yield; for example, 0.34 means a 34% yield). (1) The catalyst is [Zn].C(O)(=O)C. The yield is 0.970. The product is [CH3:28][CH2:27][O:26][C:24]([C:20]([C:18]1[CH:17]=[CH:16][C:15]([O:29][CH3:30])=[C:14]([CH2:3][C:4]([O:6][CH2:7][C:8]2[CH:9]=[CH:10][CH:11]=[CH:12][CH:13]=2)=[O:5])[CH:19]=1)=[CH:21][CH2:22][CH3:23])=[O:25]. The reactants are CS[CH:3]([C:14]1[CH:19]=[C:18]([C:20]([C:24]([O:26][CH2:27][CH3:28])=[O:25])=[CH:21][CH2:22][CH3:23])[CH:17]=[CH:16][C:15]=1[O:29][CH3:30])[C:4]([O:6][CH2:7][C:8]1[CH:13]=[CH:12][CH:11]=[CH:10][CH:9]=1)=[O:5]. (2) The reactants are Cl[C:2]1[N:3]=[C:4]([NH:11][C:12]2[CH:17]=[C:16]([N:18]3[CH2:22][CH2:21][CH2:20][C@@H:19]3[CH3:23])[CH:15]=[C:14]([O:24][CH3:25])[CH:13]=2)[C:5]2[N:10]=[CH:9][S:8][C:6]=2[N:7]=1.CC1(C)C(C)(C)OB([C:34]2[CH:43]=[CH:42][C:37]([C:38]([O:40][CH3:41])=[O:39])=[CH:36][CH:35]=2)O1.CC(C1C=C(C(C)C)C(C2C=CC=CC=2P(C2CCCCC2)C2CCCCC2)=C(C(C)C)C=1)C.C([O-])([O-])=O.[Na+].[Na+]. The catalyst is O1CCOCC1.O.C1C=CC(/C=C/C(/C=C/C2C=CC=CC=2)=O)=CC=1.C1C=CC(/C=C/C(/C=C/C2C=CC=CC=2)=O)=CC=1.C1C=CC(/C=C/C(/C=C/C2C=CC=CC=2)=O)=CC=1.[Pd].[Pd]. The product is [CH3:25][O:24][C:14]1[CH:13]=[C:12]([NH:11][C:4]2[C:5]3[N:10]=[CH:9][S:8][C:6]=3[N:7]=[C:2]([C:34]3[CH:43]=[CH:42][C:37]([C:38]([O:40][CH3:41])=[O:39])=[CH:36][CH:35]=3)[N:3]=2)[CH:17]=[C:16]([N:18]2[CH2:22][CH2:21][CH2:20][C@@H:19]2[CH3:23])[CH:15]=1. The yield is 0.480.